From a dataset of Full USPTO retrosynthesis dataset with 1.9M reactions from patents (1976-2016). Predict the reactants needed to synthesize the given product. (1) Given the product [C:1]([O:5][C:6](=[O:7])[NH:8][C:9]1[CH:14]=[CH:13][CH:12]=[CH:11][C:10]=1[NH:15][C:16](=[O:33])[C:17]1[CH:18]=[CH:19][C:20]([C:23]2[C:28]([C:29]#[N:30])=[CH:27][C:26]([CH2:31][N:34]3[CH2:39][CH2:38][CH2:37][CH2:36][CH2:35]3)=[CH:25][N:24]=2)=[CH:21][CH:22]=1)([CH3:4])([CH3:3])[CH3:2], predict the reactants needed to synthesize it. The reactants are: [C:1]([O:5][C:6]([NH:8][C:9]1[CH:14]=[CH:13][CH:12]=[CH:11][C:10]=1[NH:15][C:16](=[O:33])[C:17]1[CH:22]=[CH:21][C:20]([C:23]2[C:28]([C:29]#[N:30])=[CH:27][C:26]([CH:31]=O)=[CH:25][N:24]=2)=[CH:19][CH:18]=1)=[O:7])([CH3:4])([CH3:3])[CH3:2].[NH:34]1[CH2:39][CH2:38][CH2:37][CH2:36][CH2:35]1. (2) Given the product [CH3:23][CH:22]([CH3:24])[C:21]([O:20][CH2:19][CH2:18][C:15]1[CH:16]=[CH:17][C:12]([N:11]2[C:3]3=[N:4][C:5]([CH3:10])=[C:6]([Br:9])[C:7]([CH3:8])=[C:2]3[N:1]=[C:2]2[CH:7]([CH3:8])[CH3:6])=[CH:13][CH:14]=1)=[O:25], predict the reactants needed to synthesize it. The reactants are: [NH2:1][C:2]1[C:3]([NH:11][C:12]2[CH:17]=[CH:16][C:15]([CH2:18][CH2:19][OH:20])=[CH:14][CH:13]=2)=[N:4][C:5]([CH3:10])=[C:6]([Br:9])[C:7]=1[CH3:8].[C:21](Cl)(=[O:25])[CH:22]([CH3:24])[CH3:23]. (3) Given the product [CH2:14]([S:13][C:9]([O:10][CH2:11][O:4][C:3](=[O:5])[C:2]([CH3:7])([CH3:6])[CH3:1])=[O:16])[CH3:15], predict the reactants needed to synthesize it. The reactants are: [CH3:1][C:2]([CH3:7])([CH3:6])[C:3]([OH:5])=[O:4].O.[C:9](=[O:16])([S:13][CH2:14][CH3:15])[O:10][CH2:11]I.